This data is from Reaction yield outcomes from USPTO patents with 853,638 reactions. The task is: Predict the reaction yield, written as a fraction of the theoretical maximum amount of product (1.0 means a 100% yield; for example, 0.34 means a 34% yield). (1) The reactants are [N:1]([C:4]1[CH:9]=[CH:8][C:7]([B:10]2[O:14][C:13]([CH3:16])([CH3:15])[C:12]([CH3:18])([CH3:17])[O:11]2)=[CH:6][CH:5]=1)=[C:2]=[O:3].Cl.[NH2:20][CH2:21][C:22]([NH2:24])=[O:23].C(N(CC)CC)C. The catalyst is C1COCC1. The product is [CH3:17][C:12]1([CH3:18])[C:13]([CH3:16])([CH3:15])[O:14][B:10]([C:7]2[CH:8]=[CH:9][C:4]([NH:1][C:2](=[O:3])[NH:20][CH2:21][C:22]([NH2:24])=[O:23])=[CH:5][CH:6]=2)[O:11]1. The yield is 0.880. (2) The reactants are [OH-].[Na+].[CH3:3][N:4]([CH3:23])[C:5](=[O:22])[CH2:6][CH2:7][CH2:8][C:9]1[CH:14]=[CH:13][C:12]([NH:15]C(=O)C(F)(F)F)=[CH:11][CH:10]=1. The catalyst is CO. The product is [CH3:23][N:4]([CH3:3])[C:5](=[O:22])[CH2:6][CH2:7][CH2:8][C:9]1[CH:10]=[CH:11][C:12]([NH2:15])=[CH:13][CH:14]=1. The yield is 0.660. (3) The reactants are Cl[C:2]1[CH:7]=[C:6]([Cl:8])[N:5]=[CH:4][N:3]=1.[NH:9]1[CH:13]=[CH:12][N:11]=[CH:10]1.C(=O)([O-])[O-].[K+].[K+].O. The catalyst is CN(C=O)C. The product is [Cl:8][C:6]1[CH:7]=[C:2]([N:9]2[CH:13]=[CH:12][N:11]=[CH:10]2)[N:3]=[CH:4][N:5]=1. The yield is 0.630. (4) The reactants are [CH2:1]([O:4][C:5]1[CH:10]=[CH:9][CH:8]=[CH:7][C:6]=1[N+:11]([O-])=O)[CH:2]=[CH2:3].[Cl-].[NH4+].[In]. The catalyst is C(O)C. The product is [CH2:1]([O:4][C:5]1[CH:10]=[CH:9][CH:8]=[CH:7][C:6]=1[NH2:11])[CH:2]=[CH2:3]. The yield is 0.440. (5) The reactants are O[C:2]1([C:13]2[CH:18]=[CH:17][C:16]([O:19][CH3:20])=[CH:15][CH:14]=2)[CH2:5][N:4]([C:6]([O:8][C:9]([CH3:12])([CH3:11])[CH3:10])=[O:7])[CH2:3]1.C([SiH](CC)CC)C.C(O)(C(F)(F)F)=O. The catalyst is C(Cl)Cl. The product is [CH3:20][O:19][C:16]1[CH:17]=[CH:18][C:13]([CH:2]2[CH2:5][N:4]([C:6]([O:8][C:9]([CH3:12])([CH3:11])[CH3:10])=[O:7])[CH2:3]2)=[CH:14][CH:15]=1. The yield is 0.348. (6) The catalyst is CN(C)C=O.C(OCC)(=O)C. The reactants are C[N:2]1CCOCC1.[C:8]1([CH2:14][O:15][C:16]2[CH:17]=[C:18]([CH:31]=[C:32]3[S:36][C:35](=[S:37])[N:34]([CH2:38][C:39]([OH:41])=O)[C:33]3=[O:42])[CH:19]=[CH:20][C:21]=2[O:22][CH2:23][CH2:24][C:25]2[CH:30]=[CH:29][CH:28]=[CH:27][CH:26]=2)[CH:13]=[CH:12][CH:11]=[CH:10][CH:9]=1.ON1C2N=CC=CC=2N=N1.[Cl-].[NH4+].Cl.CN(C)CCCN=C=NCC. The product is [C:8]1([CH2:14][O:15][C:16]2[CH:17]=[C:18]([CH:31]=[C:32]3[S:36][C:35](=[S:37])[N:34]([CH2:38][C:39]([NH2:2])=[O:41])[C:33]3=[O:42])[CH:19]=[CH:20][C:21]=2[O:22][CH2:23][CH2:24][C:25]2[CH:30]=[CH:29][CH:28]=[CH:27][CH:26]=2)[CH:13]=[CH:12][CH:11]=[CH:10][CH:9]=1. The yield is 0.930.